This data is from Full USPTO retrosynthesis dataset with 1.9M reactions from patents (1976-2016). The task is: Predict the reactants needed to synthesize the given product. (1) Given the product [CH:14]1([O:39][C:38]2[N:37]([CH3:40])[N:36]=[C:35]([C:41]([F:42])([F:43])[F:44])[C:34]=2[CH2:33][S:32][C:29]2[CH2:28][C:27]([CH3:45])([CH3:26])[O:31][N:30]=2)[CH2:19][CH2:18][CH2:17][CH2:16]1, predict the reactants needed to synthesize it. The reactants are: [C:18]1(P([C:14]2[CH:19]=[CH:18][CH:17]=[CH:16]C=2)[C:18]2[CH:19]=[CH:14]C=[CH:16][CH:17]=2)[CH:19]=[CH:14]C=[CH:16][CH:17]=1.C1(O)CCCC1.[CH3:26][C:27]1([CH3:45])[O:31][N:30]=[C:29]([S:32][CH2:33][C:34]2[C:35]([C:41]([F:44])([F:43])[F:42])=[N:36][N:37]([CH3:40])[C:38]=2[OH:39])[CH2:28]1.N(C(OCC)=O)=NC(OCC)=O. (2) Given the product [Br:1][C:25]1[CH:24]=[C:23]([C:26]([O:28][CH3:29])=[O:27])[C:22]([O:30][CH:31]([CH3:33])[CH3:32])=[CH:21][C:20]=1[C:14]1[CH:15]=[CH:16][C:17]([F:19])=[CH:18][C:13]=1[F:12], predict the reactants needed to synthesize it. The reactants are: [Br:1]N1C(=O)NC(=O)N(Br)C1=O.[F:12][C:13]1[CH:18]=[C:17]([F:19])[CH:16]=[CH:15][C:14]=1[C:20]1[CH:25]=[CH:24][C:23]([C:26]([O:28][CH3:29])=[O:27])=[C:22]([O:30][CH:31]([CH3:33])[CH3:32])[CH:21]=1.CN(C=O)C. (3) Given the product [CH2:1]([NH:5][CH2:6][P:7]([OH:10])([OH:9])=[O:8])[C:2]([OH:4])=[O:3].[CH:11]([NH3+:14])([CH3:13])[CH3:12], predict the reactants needed to synthesize it. The reactants are: [CH2:1]([NH:5][CH2:6][P:7]([OH:10])([OH:9])=[O:8])[C:2]([OH:4])=[O:3].[CH:11]([NH2:14])([CH3:13])[CH3:12]. (4) Given the product [Cl:1][C:2]1[CH:25]=[CH:24][C:5]([CH2:6][N:7]2[C:15]3[C:10](=[CH:11][C:12](/[CH:16]=[C:17]4/[C:18](=[O:23])[N:19]([CH2:35][C:33]5[N:32]=[CH:31][S:30][CH:34]=5)[C:20](=[O:22])[S:21]/4)=[CH:13][CH:14]=3)[CH:9]=[N:8]2)=[C:4]([C:26]([F:27])([F:29])[F:28])[CH:3]=1, predict the reactants needed to synthesize it. The reactants are: [Cl:1][C:2]1[CH:25]=[CH:24][C:5]([CH2:6][N:7]2[C:15]3[C:10](=[CH:11][C:12](/[CH:16]=[C:17]4/[C:18](=[O:23])[NH:19][C:20](=[O:22])[S:21]/4)=[CH:13][CH:14]=3)[CH:9]=[N:8]2)=[C:4]([C:26]([F:29])([F:28])[F:27])[CH:3]=1.[S:30]1[CH:34]=[C:33]([CH2:35]O)[N:32]=[CH:31]1. (5) Given the product [C:1]([C:5]1[CH:18]=[C:17]([S:19][C:20]([S:23][C:24]2[CH:29]=[C:28]([C:30]([CH3:33])([CH3:32])[CH3:31])[C:27]([OH:34])=[C:26]([C:35]([CH3:38])([CH3:37])[CH3:36])[CH:25]=2)([CH3:22])[CH3:21])[CH:16]=[C:15]([C:39]([CH3:42])([CH3:41])[CH3:40])[C:6]=1[O:7][CH2:8][CH2:9][C@H:10]([OH:14])[CH2:11][OH:12])([CH3:4])([CH3:3])[CH3:2], predict the reactants needed to synthesize it. The reactants are: [C:1]([C:5]1[CH:18]=[C:17]([S:19][C:20]([S:23][C:24]2[CH:29]=[C:28]([C:30]([CH3:33])([CH3:32])[CH3:31])[C:27]([OH:34])=[C:26]([C:35]([CH3:38])([CH3:37])[CH3:36])[CH:25]=2)([CH3:22])[CH3:21])[CH:16]=[C:15]([C:39]([CH3:42])([CH3:41])[CH3:40])[C:6]=1[O:7][CH2:8][CH2:9][C@H:10]([OH:14])[C:11](O)=[O:12])([CH3:4])([CH3:3])[CH3:2].B.